Dataset: Forward reaction prediction with 1.9M reactions from USPTO patents (1976-2016). Task: Predict the product of the given reaction. (1) Given the reactants [NH:1]1[C:10]2[C:5](=[CH:6][CH:7]=[CH:8][CH:9]=2)[C:4](=[O:11])[CH:3]=[CH:2]1.[H-].[Na+].CS(O[CH2:19][CH2:20][N:21]1[CH2:26][CH2:25][CH:24]([NH:27][C:28]([O:30][C:31]([CH3:34])([CH3:33])[CH3:32])=[O:29])[CH2:23][CH2:22]1)(=O)=O.C(OC(=O)NC1CCN(CCN2C3C(=CC=C(F)C=3)N=CC2=O)CC1)(C)(C)C, predict the reaction product. The product is: [C:31]([O:30][C:28](=[O:29])[NH:27][CH:24]1[CH2:25][CH2:26][N:21]([CH2:20][CH2:19][N:1]2[C:10]3[C:5](=[CH:6][CH:7]=[CH:8][CH:9]=3)[C:4](=[O:11])[CH:3]=[CH:2]2)[CH2:22][CH2:23]1)([CH3:34])([CH3:33])[CH3:32]. (2) Given the reactants [CH3:1][O:2][C:3]([C@H:5]1[CH2:10][CH2:9][C@H:8]([C:11]([OH:13])=O)[CH2:7][CH2:6]1)=[O:4].[NH:14]1[CH2:19][CH2:18][O:17][CH2:16][CH2:15]1.Cl.C(N=C=NCCCN(C)C)C.C(N(CC)CC)C, predict the reaction product. The product is: [N:14]1([C:11]([C@H:8]2[CH2:7][CH2:6][C@H:5]([C:3]([O:2][CH3:1])=[O:4])[CH2:10][CH2:9]2)=[O:13])[CH2:19][CH2:18][O:17][CH2:16][CH2:15]1.